Dataset: Catalyst prediction with 721,799 reactions and 888 catalyst types from USPTO. Task: Predict which catalyst facilitates the given reaction. (1) Product: [NH2:8][C:4]1[N:5]=[CH:6][N:7]=[C:2]([NH:15][C@H:16]([C:19]2[N:28]([C:29]3[CH:34]=[CH:33][CH:32]=[CH:31][C:30]=3[CH3:35])[C:27](=[O:36])[C:26]3[C:21](=[CH:22][CH:23]=[CH:24][C:25]=3[CH3:37])[N:20]=2)[CH2:17][CH3:18])[C:3]=1[C:9]1[O:10][C:11]([CH3:14])=[N:12][N:13]=1. The catalyst class is: 114. Reactant: Cl[C:2]1[N:7]=[CH:6][N:5]=[C:4]([NH2:8])[C:3]=1[C:9]1[O:10][C:11]([CH3:14])=[N:12][N:13]=1.[NH2:15][C@H:16]([C:19]1[N:28]([C:29]2[CH:34]=[CH:33][CH:32]=[CH:31][C:30]=2[CH3:35])[C:27](=[O:36])[C:26]2[C:21](=[CH:22][CH:23]=[CH:24][C:25]=2[CH3:37])[N:20]=1)[CH2:17][CH3:18].CCN(C(C)C)C(C)C.CCOC(C)=O. (2) Reactant: CS(O[CH2:6][CH2:7][CH2:8][C:9]1[N:13]([C:14]2[CH:19]=[CH:18][C:17]([C:20]([NH:22][CH2:23][CH3:24])=[O:21])=[CH:16][CH:15]=2)[N:12]=[N:11][C:10]=1[C:25]([NH:27][CH:28]1[CH2:30][CH2:29]1)=[O:26])(=O)=O.[H-].[Na+]. Product: [CH:28]1([N:27]2[CH2:6][CH2:7][CH2:8][C:9]3[N:13]([C:14]4[CH:15]=[CH:16][C:17]([C:20]([NH:22][CH2:23][CH3:24])=[O:21])=[CH:18][CH:19]=4)[N:12]=[N:11][C:10]=3[C:25]2=[O:26])[CH2:29][CH2:30]1. The catalyst class is: 18. (3) Reactant: Br[C:2]1[CH:3]=[C:4]([CH:8]=[CH:9][C:10]=1[CH3:11])[C:5]([OH:7])=[O:6].[Li]CCCC.CN([CH:20]=[O:21])C.Cl. Product: [CH:20]([C:2]1[CH:3]=[C:4]([CH:8]=[CH:9][C:10]=1[CH3:11])[C:5]([OH:7])=[O:6])=[O:21]. The catalyst class is: 30. (4) Reactant: Cl[CH2:2][C:3]([NH:5][C:6]1[CH:11]=[CH:10][C:9]([Cl:12])=[C:8]([C:13]([F:16])([F:15])[F:14])[CH:7]=1)=[O:4].C(C1C=C(NC(=O)C[NH:29][C:30]2[CH:35]=[CH:34][C:33]([O:36][C:37]3[CH:42]=[CH:41]N=C[CH:38]=3)=[CH:32][CH:31]=2)ON=1)(C)(C)C.[CH2:44]([N:46](C(C)C)C(C)C)C. Product: [Cl:12][C:9]1[CH:10]=[CH:11][C:6]([NH:5][C:3](=[O:4])[CH2:2][NH:29][C:30]2[CH:31]=[CH:32][C:33]([O:36][C:37]3[CH:38]=[N:46][CH:44]=[CH:41][CH:42]=3)=[CH:34][CH:35]=2)=[CH:7][C:8]=1[C:13]([F:16])([F:15])[F:14]. The catalyst class is: 9. (5) Product: [CH3:11][O:1][CH2:2][C:3]1[O:7][N:6]=[C:5]([C:8](=[O:10])[CH3:9])[CH:4]=1. The catalyst class is: 1. Reactant: [OH:1][CH2:2][C:3]1[O:7][N:6]=[C:5]([C:8](=[O:10])[CH3:9])[CH:4]=1.[C:11](=O)([O-])[O-].[Cs+].[Cs+].CI. (6) Reactant: [C:1]1(=[O:11])[NH:5][C:4](=[O:6])[C:3]2=[CH:7][CH:8]=[CH:9][CH:10]=[C:2]12.C1(P(C2C=CC=CC=2)C2C=CC=CC=2)C=CC=CC=1.[Cl:31][C:32]1[C:41]([C@H:42](O)[CH3:43])=[CH:40][C:39]2[C:34](=[C:35]([F:45])[CH:36]=[CH:37][CH:38]=2)[N:33]=1.CC(OC(/N=N/C(OC(C)C)=O)=O)C. Product: [Cl:31][C:32]1[C:41]([C@@H:42]([N:5]2[C:1](=[O:11])[C:2]3[C:3](=[CH:7][CH:8]=[CH:9][CH:10]=3)[C:4]2=[O:6])[CH3:43])=[CH:40][C:39]2[C:34](=[C:35]([F:45])[CH:36]=[CH:37][CH:38]=2)[N:33]=1. The catalyst class is: 1.